Predict the reaction yield, written as a fraction of the theoretical maximum amount of product (1.0 means a 100% yield; for example, 0.34 means a 34% yield). From a dataset of Reaction yield outcomes from USPTO patents with 853,638 reactions. The reactants are [Cl:1][C:2]1[CH:10]=[C:9]2[C:5](/[C:6](=[CH:12]/[C:13]3[CH:18]=[CH:17][CH:16]=[C:15]([Cl:19])[CH:14]=3)/[C:7](=[O:11])[NH:8]2)=[CH:4][C:3]=1[F:20].[C:21]([O:25][C:26](O[C:26]([O:25][C:21]([CH3:24])([CH3:23])[CH3:22])=[O:27])=[O:27])([CH3:24])([CH3:23])[CH3:22].C(N(CC)CC)C. The catalyst is CN(C)C1C=CN=CC=1.ClCCl. The product is [C:21]([O:25][C:26]([N:8]1[C:9]2[C:5](=[CH:4][C:3]([F:20])=[C:2]([Cl:1])[CH:10]=2)/[C:6](=[CH:12]/[C:13]2[CH:18]=[CH:17][CH:16]=[C:15]([Cl:19])[CH:14]=2)/[C:7]1=[O:11])=[O:27])([CH3:24])([CH3:23])[CH3:22]. The yield is 1.00.